This data is from Forward reaction prediction with 1.9M reactions from USPTO patents (1976-2016). The task is: Predict the product of the given reaction. (1) Given the reactants [C:1]1([C:3](=[CH:5][CH:6]=[CH:7][CH:8]=1)[OH:4])[OH:2].C([O-])(=O)C.[Eu+3:13].C([O-])(=O)C.C([O-])(=O)C, predict the reaction product. The product is: [C:1]1([C:3](=[CH:5][CH:6]=[CH:7][CH:8]=1)[O-:4])[O-:2].[Eu+3:13].[C:1]1([C:3](=[CH:5][CH:6]=[CH:7][CH:8]=1)[O-:4])[O-:2].[C:1]1([C:3](=[CH:5][CH:6]=[CH:7][CH:8]=1)[O-:4])[O-:2].[Eu+3:13]. (2) Given the reactants Cl[C:2]1[N:7]=[CH:6][C:5]([C:8]([O:10][CH3:11])=[O:9])=[C:4]([O:12][CH3:13])[CH:3]=1.[CH3:14][O:15][C:16]1[CH:23]=[C:22]([O:24][CH3:25])[CH:21]=[CH:20][C:17]=1[CH2:18][NH2:19].C(=O)([O-])[O-].[K+].[K+], predict the reaction product. The product is: [CH3:14][O:15][C:16]1[CH:23]=[C:22]([O:24][CH3:25])[CH:21]=[CH:20][C:17]=1[CH2:18][NH:19][C:2]1[N:7]=[CH:6][C:5]([C:8]([O:10][CH3:11])=[O:9])=[C:4]([O:12][CH3:13])[CH:3]=1. (3) Given the reactants Br[C:2]1[CH:3]=[C:4]([N:22]([CH2:29][CH3:30])[CH:23]2[CH2:28][CH2:27][O:26][CH2:25][CH2:24]2)[C:5]([CH3:21])=[C:6]([CH:20]=1)[C:7]([NH:9][CH2:10][C:11]1[C:12](=[O:19])[NH:13][C:14]([CH3:18])=[CH:15][C:16]=1[CH3:17])=[O:8].[CH:31]([C:33]1[N:38]=[CH:37][C:36](B(O)O)=[CH:35][CH:34]=1)=[O:32].C([O-])([O-])=O.[Na+].[Na+], predict the reaction product. The product is: [CH3:17][C:16]1[CH:15]=[C:14]([CH3:18])[NH:13][C:12](=[O:19])[C:11]=1[CH2:10][NH:9][C:7](=[O:8])[C:6]1[CH:20]=[C:2]([C:36]2[CH:37]=[N:38][C:33]([CH:31]=[O:32])=[CH:34][CH:35]=2)[CH:3]=[C:4]([N:22]([CH2:29][CH3:30])[CH:23]2[CH2:28][CH2:27][O:26][CH2:25][CH2:24]2)[C:5]=1[CH3:21]. (4) Given the reactants Br[C:2]1[S:22][C:5]2=[N:6][C:7]([CH3:21])=[CH:8][C:9]([NH:10][S:11]([C:14]3[CH:19]=[CH:18][CH:17]=[C:16]([Cl:20])[CH:15]=3)(=[O:13])=[O:12])=[C:4]2[C:3]=1[C:23]1[CH:28]=[CH:27][CH:26]=[C:25]([O:29][CH3:30])[CH:24]=1.[NH:31]1[CH2:35][CH2:34][CH2:33][CH2:32]1.C(P(C(C)(C)C)C1C=CC=CC=1C1C(C(C)C)=CC(C(C)C)=CC=1C(C)C)(C)(C)C.C([O-])([O-])=O.[Cs+].[Cs+], predict the reaction product. The product is: [Cl:20][C:16]1[CH:15]=[C:14]([S:11]([NH:10][C:9]2[CH:8]=[C:7]([CH3:21])[N:6]=[C:5]3[S:22][C:2]([N:31]4[CH2:35][CH2:34][CH2:33][CH2:32]4)=[C:3]([C:23]4[CH:28]=[CH:27][CH:26]=[C:25]([O:29][CH3:30])[CH:24]=4)[C:4]=23)(=[O:13])=[O:12])[CH:19]=[CH:18][CH:17]=1.